The task is: Predict the product of the given reaction.. This data is from Forward reaction prediction with 1.9M reactions from USPTO patents (1976-2016). (1) Given the reactants [CH:1]1([C@@H:4]([C:11]2[CH:12]=[CH:13][C:14]3[O:19][CH2:18][C@@H:17]([CH:20]4[CH2:23][N:22](C(OC(C)(C)C)=O)[CH2:21]4)[O:16][C:15]=3[CH:31]=2)[C@H:5]([CH3:10])[C:6]([O:8][CH3:9])=[O:7])[CH2:3][CH2:2]1.C(O)(C(F)(F)F)=O, predict the reaction product. The product is: [NH:22]1[CH2:23][CH:20]([C@@H:17]2[CH2:18][O:19][C:14]3[CH:13]=[CH:12][C:11]([C@H:4]([CH:1]4[CH2:2][CH2:3]4)[C@H:5]([CH3:10])[C:6]([O:8][CH3:9])=[O:7])=[CH:31][C:15]=3[O:16]2)[CH2:21]1. (2) Given the reactants [N:1]1([C:12]([O:14][C:15]([CH3:18])([CH3:17])[CH3:16])=[O:13])[CH2:6][CH2:5][CH2:4][CH:3]([C:7]([O:9][CH2:10][CH3:11])=[O:8])[CH2:2]1.Br[CH:20]([CH3:23])[C:21]#[N:22], predict the reaction product. The product is: [C:21]([CH:20]([C:3]1([C:7]([O:9][CH2:10][CH3:11])=[O:8])[CH2:4][CH2:5][CH2:6][N:1]([C:12]([O:14][C:15]([CH3:17])([CH3:16])[CH3:18])=[O:13])[CH2:2]1)[CH3:23])#[N:22].